Dataset: Reaction yield outcomes from USPTO patents with 853,638 reactions. Task: Predict the reaction yield, written as a fraction of the theoretical maximum amount of product (1.0 means a 100% yield; for example, 0.34 means a 34% yield). (1) The reactants are C([Li])(C)(C)C.[CH:6]([O:9][C:10](=[S:24])[NH:11][C:12]1[CH:17]=[C:16](F)[CH:15]=[C:14]([O:19][C:20]([CH3:23])([CH3:22])[CH3:21])[CH:13]=1)([CH3:8])[CH3:7].CN(OC)[C:27](=[O:30])[CH2:28][Cl:29]. The catalyst is CC1OCCC1. The product is [C:20]([O:19][C:14]1[CH:15]=[C:16]([C:27](=[O:30])[CH2:28][Cl:29])[C:17]2[S:24][C:10]([O:9][CH:6]([CH3:8])[CH3:7])=[N:11][C:12]=2[CH:13]=1)([CH3:23])([CH3:22])[CH3:21]. The yield is 0.179. (2) The reactants are [C:1]([O:5][C:6]([N:8]1[CH2:13][CH:12]=[C:11]([C:14]2[CH:19]=[CH:18][C:17]([NH2:20])=[CH:16][CH:15]=2)[CH2:10][CH2:9]1)=[O:7])([CH3:4])([CH3:3])[CH3:2]. The catalyst is CO.[Pd]. The product is [C:1]([O:5][C:6]([N:8]1[CH2:13][CH2:12][CH:11]([C:14]2[CH:19]=[CH:18][C:17]([NH2:20])=[CH:16][CH:15]=2)[CH2:10][CH2:9]1)=[O:7])([CH3:4])([CH3:2])[CH3:3]. The yield is 1.00.